This data is from Catalyst prediction with 721,799 reactions and 888 catalyst types from USPTO. The task is: Predict which catalyst facilitates the given reaction. (1) Reactant: [CH3:1][O:2][C:3]1[CH:8]=[CH:7][C:6]([C:9]2[CH:10]=[C:11]([CH:22]3[CH2:27][CH2:26][NH:25][CH2:24][CH2:23]3)[S:12][C:13]=2[C:14]2[CH:19]=[CH:18][C:17]([O:20][CH3:21])=[CH:16][CH:15]=2)=[CH:5][CH:4]=1.ClC(Cl)(O[C:32](=[O:38])OC(Cl)(Cl)Cl)Cl.C(N(CC)CC)C.Cl.[CH3:48][NH:49][OH:50].[Cl-].[NH4+]. Product: [CH3:1][O:2][C:3]1[CH:8]=[CH:7][C:6]([C:9]2[CH:10]=[C:11]([CH:22]3[CH2:27][CH2:26][N:25]([C:32](=[O:38])[N:49]([OH:50])[CH3:48])[CH2:24][CH2:23]3)[S:12][C:13]=2[C:14]2[CH:19]=[CH:18][C:17]([O:20][CH3:21])=[CH:16][CH:15]=2)=[CH:5][CH:4]=1. The catalyst class is: 4. (2) Reactant: [F:1][C:2]1[CH:7]=[CH:6][C:5]([C:8]2[CH:17]=[C:16]([CH2:18][O:19][CH:20]([C:27]3[CH:32]=[CH:31][C:30]([F:33])=[CH:29][CH:28]=3)[CH2:21][N:22]3[CH:26]=[CH:25][N:24]=[CH:23]3)[CH:15]=[CH:14][C:9]=2[C:10]([O:12]C)=[O:11])=[CH:4][CH:3]=1.[OH-].[Na+]. Product: [F:1][C:2]1[CH:7]=[CH:6][C:5]([C:8]2[CH:17]=[C:16]([CH2:18][O:19][CH:20]([C:27]3[CH:28]=[CH:29][C:30]([F:33])=[CH:31][CH:32]=3)[CH2:21][N:22]3[CH:26]=[CH:25][N:24]=[CH:23]3)[CH:15]=[CH:14][C:9]=2[C:10]([OH:12])=[O:11])=[CH:4][CH:3]=1. The catalyst class is: 5.